This data is from Forward reaction prediction with 1.9M reactions from USPTO patents (1976-2016). The task is: Predict the product of the given reaction. (1) Given the reactants [Cl:1][C:2]1[CH:7]=[CH:6][CH:5]=[C:4]([Cl:8])[C:3]=1[C:9]1[C:14]2[O:15][C@@H:16]([CH2:19]OS(C3C=CC(C)=CC=3)(=O)=O)[CH2:17][O:18][C:13]=2[CH:12]=[CH:11][CH:10]=1.[N-:31]=[N+:32]=[N-:33].[Na+], predict the reaction product. The product is: [N:31]([CH2:19][C@@H:16]1[O:15][C:14]2[C:9]([C:3]3[C:2]([Cl:1])=[CH:7][CH:6]=[CH:5][C:4]=3[Cl:8])=[CH:10][CH:11]=[CH:12][C:13]=2[O:18][CH2:17]1)=[N+:32]=[N-:33]. (2) Given the reactants [CH2:1]([O:8][C:9]1[CH:14]=[CH:13][C:12]([OH:15])=[CH:11][CH:10]=1)[C:2]1[CH:7]=[CH:6][CH:5]=[CH:4][CH:3]=1.[OH-].[K+].Cl[C:19]1[CH:27]=[CH:26][C:22]([C:23]([OH:25])=[O:24])=[CH:21][C:20]=1[N+:28]([O-:30])=[O:29].Cl, predict the reaction product. The product is: [CH2:1]([O:8][C:9]1[CH:10]=[CH:11][C:12]([O:15][C:19]2[CH:27]=[CH:26][C:22]([C:23]([OH:25])=[O:24])=[CH:21][C:20]=2[N+:28]([O-:30])=[O:29])=[CH:13][CH:14]=1)[C:2]1[CH:3]=[CH:4][CH:5]=[CH:6][CH:7]=1.